This data is from Peptide-MHC class I binding affinity with 185,985 pairs from IEDB/IMGT. The task is: Regression. Given a peptide amino acid sequence and an MHC pseudo amino acid sequence, predict their binding affinity value. This is MHC class I binding data. (1) The peptide sequence is FLPPQIPVI. The MHC is HLA-A02:50 with pseudo-sequence HLA-A02:50. The binding affinity (normalized) is 1.00. (2) The peptide sequence is TIAGGVCYY. The MHC is HLA-A02:03 with pseudo-sequence HLA-A02:03. The binding affinity (normalized) is 0.0550.